Dataset: Full USPTO retrosynthesis dataset with 1.9M reactions from patents (1976-2016). Task: Predict the reactants needed to synthesize the given product. (1) Given the product [N:42]1([CH2:7][C:8]2[N:9]([CH3:34])[C:10]3[C:15]([CH:16]=2)=[CH:14][C:13]([NH:17][C:18]([NH:20][C:21]2[CH:26]=[CH:25][C:24]([O:27][C:28]4[CH:33]=[CH:32][CH:31]=[CH:30][CH:29]=4)=[CH:23][CH:22]=2)=[O:19])=[CH:12][CH:11]=3)[CH:46]=[CH:45][N:44]=[CH:43]1, predict the reactants needed to synthesize it. The reactants are: S(Cl)(C)(=O)=O.O[CH2:7][C:8]1[N:9]([CH3:34])[C:10]2[C:15]([CH:16]=1)=[CH:14][C:13]([NH:17][C:18]([NH:20][C:21]1[CH:26]=[CH:25][C:24]([O:27][C:28]3[CH:33]=[CH:32][CH:31]=[CH:30][CH:29]=3)=[CH:23][CH:22]=1)=[O:19])=[CH:12][CH:11]=2.C(N(CC)CC)C.[NH:42]1[CH:46]=[CH:45][N:44]=[CH:43]1. (2) Given the product [CH3:15][O:14][C:12](=[O:13])[CH2:11][CH2:10][C@H:9]1[CH2:16][O:17][C:20]([CH3:22])([CH3:21])[N:8]1[C:6]([O:5][C:1]([CH3:2])([CH3:4])[CH3:3])=[O:7], predict the reactants needed to synthesize it. The reactants are: [C:1]([O:5][C:6]([NH:8][C@H:9]([CH2:16][OH:17])[CH2:10][CH2:11][C:12]([O:14][CH3:15])=[O:13])=[O:7])([CH3:4])([CH3:3])[CH3:2].CO[C:20]([CH3:22])=[CH2:21]. (3) The reactants are: [CH:1]1([C:4]2[C:5]([F:26])=[CH:6][C:7]([N+:23]([O-])=O)=[C:8]([NH:10][CH:11]3[CH2:16][CH2:15][N:14]([CH:17]4[CH2:22][CH2:21][O:20][CH2:19][CH2:18]4)[CH2:13][CH2:12]3)[CH:9]=2)[CH2:3][CH2:2]1.[Sn](Cl)Cl.Cl. Given the product [CH:1]1([C:4]2[CH:9]=[C:8]([NH:10][CH:11]3[CH2:12][CH2:13][N:14]([CH:17]4[CH2:18][CH2:19][O:20][CH2:21][CH2:22]4)[CH2:15][CH2:16]3)[C:7]([NH2:23])=[CH:6][C:5]=2[F:26])[CH2:2][CH2:3]1, predict the reactants needed to synthesize it. (4) Given the product [CH3:40][C:41]([CH3:61])([CH3:60])[C@H:42]([N:46]1[CH2:50][CH2:49][N:48]([CH2:51][C:52]2[CH:57]=[CH:56][CH:55]=[CH:54][C:53]=2[CH3:58])[C:47]1=[O:59])[C:43]([NH:1][C@@H:2]([CH2:33][C:34]1[CH:35]=[CH:36][CH:37]=[CH:38][CH:39]=1)[C@@H:3]([OH:32])[CH2:4][C@@H:5]([NH:19][C:20]([C@@H:22]([NH:27][C:28](=[O:31])[O:29][CH3:30])[C:23]([CH3:26])([CH3:25])[CH3:24])=[O:21])[CH2:6][C:7]1[CH:12]=[CH:11][C:10]([C:13]2[CH:18]=[CH:17][CH:16]=[CH:15][N:14]=2)=[CH:9][CH:8]=1)=[O:44], predict the reactants needed to synthesize it. The reactants are: [NH2:1][C@@H:2]([CH2:33][C:34]1[CH:39]=[CH:38][CH:37]=[CH:36][CH:35]=1)[C@@H:3]([OH:32])[CH2:4][C@@H:5]([NH:19][C:20]([C@@H:22]([NH:27][C:28](=[O:31])[O:29][CH3:30])[C:23]([CH3:26])([CH3:25])[CH3:24])=[O:21])[CH2:6][C:7]1[CH:12]=[CH:11][C:10]([C:13]2[CH:18]=[CH:17][CH:16]=[CH:15][N:14]=2)=[CH:9][CH:8]=1.[CH3:40][C:41]([CH3:61])([CH3:60])[C@H:42]([N:46]1[CH2:50][CH2:49][N:48]([CH2:51][C:52]2[CH:57]=[CH:56][CH:55]=[CH:54][C:53]=2[CH3:58])[C:47]1=[O:59])[C:43](O)=[O:44].CCOP(ON1N=NC2C=CC=CC=2C1=O)(OCC)=O.C(N(CC)C(C)C)(C)C. (5) Given the product [Cl:1][C:2]1[CH:7]=[CH:6][C:5]([C:8]2[CH:9]=[C:10]([NH2:11])[N:21]([CH2:19][CH3:20])[N:22]=2)=[CH:4][CH:3]=1, predict the reactants needed to synthesize it. The reactants are: [Cl:1][C:2]1[CH:7]=[CH:6][C:5]([C:8](=O)[CH2:9][C:10]#[N:11])=[CH:4][CH:3]=1.C(O)(=O)C(O)=O.[CH2:19]([NH:21][NH2:22])[CH3:20].Cl.[OH-].[Na+]. (6) Given the product [CH3:9][CH2:10][CH2:11][CH:12]([CH3:17])[CH3:18].[Br:7][C:8]1[CH:9]=[CH:10][C:11]2[O:15][C:14](=[O:16])[N:13]([CH2:18][CH3:19])[C:12]=2[CH:17]=1, predict the reactants needed to synthesize it. The reactants are: C(=O)([O-])[O-].[Cs+].[Cs+].[Br:7][C:8]1[CH:9]=[CH:10][C:11]2[O:15][C:14](=[O:16])[NH:13][C:12]=2[CH:17]=1.[CH2:18](I)[CH3:19]. (7) Given the product [Cl:8][C:9]1([Cl:14])[C:10](=[O:11])[CH2:4][CH:3]1[CH2:2][C:1]([O:6][CH3:7])=[O:5], predict the reactants needed to synthesize it. The reactants are: [C:1]([O:6][CH3:7])(=[O:5])[CH2:2][CH:3]=[CH2:4].[Cl:8][C:9]([Cl:14])(Cl)[C:10](Cl)=[O:11]. (8) Given the product [CH3:6][O:7][C:8](=[O:34])/[CH:9]=[CH:10]/[C:11]1[CH:12]=[C:13]2[C:30](=[CH:31][CH:32]=1)[O:29][C:16]1([CH2:17][CH2:18][N:19]([S:2]([CH3:1])(=[O:4])=[O:3])[CH2:20][CH2:21]1)[CH2:15][C:14]2=[O:33], predict the reactants needed to synthesize it. The reactants are: [CH3:1][S:2](Cl)(=[O:4])=[O:3].[CH3:6][O:7][C:8](=[O:34])/[CH:9]=[CH:10]/[C:11]1[CH:12]=[C:13]2[C:30](=[CH:31][CH:32]=1)[O:29][C:16]1([CH2:21][CH2:20][N:19](C(OC(C)(C)C)=O)[CH2:18][CH2:17]1)[CH2:15][C:14]2=[O:33]. (9) Given the product [O:14]=[C:11]1[NH:10][C:9]2[CH:15]=[C:5]([C:3]([NH2:4])=[NH:2])[CH:6]=[CH:7][C:8]=2[O:13][CH2:12]1, predict the reactants needed to synthesize it. The reactants are: O[NH:2][C:3]([C:5]1[CH:6]=[CH:7][C:8]2[O:13][CH2:12][C:11](=[O:14])[NH:10][C:9]=2[CH:15]=1)=[NH:4].C([O-])=O.[NH4+]. (10) Given the product [C:3]([C:5]1[CH:6]=[CH:7][C:8]([N:11]([C:12](=[O:37])[C:13]2[CH:18]=[CH:17][C:16]([C:19]3[CH2:23][C:22]([C:28]4[CH:33]=[C:32]([Cl:34])[CH:31]=[C:30]([Cl:35])[CH:29]=4)([C:24]([F:27])([F:26])[F:25])[O:21][N:20]=3)=[CH:15][C:14]=2[CH3:36])[C:41](=[O:42])[O:43][CH3:44])=[N:9][CH:10]=1)#[N:4], predict the reactants needed to synthesize it. The reactants are: [H-].[Na+].[C:3]([C:5]1[CH:6]=[CH:7][C:8]([NH:11][C:12](=[O:37])[C:13]2[CH:18]=[CH:17][C:16]([C:19]3[CH2:23][C:22]([C:28]4[CH:33]=[C:32]([Cl:34])[CH:31]=[C:30]([Cl:35])[CH:29]=4)([C:24]([F:27])([F:26])[F:25])[O:21][N:20]=3)=[CH:15][C:14]=2[CH3:36])=[N:9][CH:10]=1)#[N:4].[H][H].Cl[C:41]([O:43][CH3:44])=[O:42].